From a dataset of NCI-60 drug combinations with 297,098 pairs across 59 cell lines. Regression. Given two drug SMILES strings and cell line genomic features, predict the synergy score measuring deviation from expected non-interaction effect. (1) Drug 1: C1CCC(C1)C(CC#N)N2C=C(C=N2)C3=C4C=CNC4=NC=N3. Drug 2: C1C(C(OC1N2C=NC(=NC2=O)N)CO)O. Cell line: IGROV1. Synergy scores: CSS=9.29, Synergy_ZIP=-2.26, Synergy_Bliss=1.17, Synergy_Loewe=0.796, Synergy_HSA=1.16. (2) Drug 1: C1C(C(OC1N2C=NC3=C(N=C(N=C32)Cl)N)CO)O. Drug 2: CC1CCC2CC(C(=CC=CC=CC(CC(C(=O)C(C(C(=CC(C(=O)CC(OC(=O)C3CCCCN3C(=O)C(=O)C1(O2)O)C(C)CC4CCC(C(C4)OC)O)C)C)O)OC)C)C)C)OC. Synergy scores: CSS=1.88, Synergy_ZIP=-4.86, Synergy_Bliss=-1.16, Synergy_Loewe=-3.70, Synergy_HSA=-3.78. Cell line: NCI-H522. (3) Drug 1: CN(C)C1=NC(=NC(=N1)N(C)C)N(C)C. Drug 2: CCCCC(=O)OCC(=O)C1(CC(C2=C(C1)C(=C3C(=C2O)C(=O)C4=C(C3=O)C=CC=C4OC)O)OC5CC(C(C(O5)C)O)NC(=O)C(F)(F)F)O. Cell line: OVCAR3. Synergy scores: CSS=-5.84, Synergy_ZIP=0.660, Synergy_Bliss=-3.17, Synergy_Loewe=-6.20, Synergy_HSA=-5.69.